This data is from Forward reaction prediction with 1.9M reactions from USPTO patents (1976-2016). The task is: Predict the product of the given reaction. (1) Given the reactants Br[CH2:2][CH2:3][CH2:4][CH2:5][CH2:6][CH2:7][CH2:8][CH2:9][CH2:10][CH2:11][CH2:12][OH:13].[CH3:14][NH2:15], predict the reaction product. The product is: [CH3:14][NH:15][CH2:2][CH2:3][CH2:4][CH2:5][CH2:6][CH2:7][CH2:8][CH2:9][CH2:10][CH2:11][CH2:12][OH:13]. (2) Given the reactants [NH2:1][CH:2]1[CH2:7][CH2:6][N:5]([CH2:8][C:9]2[CH:14]=[CH:13][CH:12]=[CH:11][CH:10]=2)[CH2:4][CH2:3]1.[C:15]12[C:21](=[CH:22][CH:23]=[CH:24][CH:25]=1)[NH:20]C(=O)O[C:16]2=[O:17], predict the reaction product. The product is: [NH2:20][C:21]1[CH:22]=[CH:23][CH:24]=[CH:25][C:15]=1[C:16]([NH:1][CH:2]1[CH2:7][CH2:6][N:5]([CH2:8][C:9]2[CH:14]=[CH:13][CH:12]=[CH:11][CH:10]=2)[CH2:4][CH2:3]1)=[O:17].